Dataset: Full USPTO retrosynthesis dataset with 1.9M reactions from patents (1976-2016). Task: Predict the reactants needed to synthesize the given product. (1) Given the product [Cl:23][C:9]1[C:10]2[C:5](=[CH:4][CH:3]=[C:2]([Cl:1])[CH:11]=2)[C:6]([C:13]2[CH:18]=[CH:17][C:16]([O:19][CH3:20])=[CH:15][CH:14]=2)=[N:7][N:8]=1, predict the reactants needed to synthesize it. The reactants are: [Cl:1][C:2]1[CH:11]=[C:10]2[C:5]([C:6]([C:13]3[CH:18]=[CH:17][C:16]([O:19][CH3:20])=[CH:15][CH:14]=3)=[N:7][NH:8][C:9]2=O)=[CH:4][CH:3]=1.P(Cl)(Cl)([Cl:23])=O. (2) Given the product [F:14][C:11]1[CH:12]=[C:13]2[C:8](=[CH:9][CH:10]=1)[N:7]([S:15]([CH3:18])(=[O:17])=[O:16])[CH:6]=[C:5]2[C:3](=[O:4])[CH:2]([NH:33][C:29]1[CH:30]=[CH:31][CH:32]=[C:27]([O:26][CH3:25])[CH:28]=1)[C:19]1[CH:24]=[CH:23][CH:22]=[CH:21][CH:20]=1, predict the reactants needed to synthesize it. The reactants are: Cl[CH:2]([C:19]1[CH:24]=[CH:23][CH:22]=[CH:21][CH:20]=1)[C:3]([C:5]1[C:13]2[C:8](=[CH:9][CH:10]=[C:11]([F:14])[CH:12]=2)[N:7]([S:15]([CH3:18])(=[O:17])=[O:16])[CH:6]=1)=[O:4].[CH3:25][O:26][C:27]1[CH:32]=[CH:31][CH:30]=[C:29]([NH2:33])[CH:28]=1. (3) Given the product [N:35]([C:32]1[N:31]=[CH:30][N:29]=[C:28]([O:27][C:24]2[CH:25]=[CH:26][C:21]([NH:20][C:18]([NH:17][C:7]3[N:8]([C:10]4[CH:15]=[CH:14][C:13]([CH3:16])=[CH:12][CH:11]=4)[N:9]=[C:5]([C:1]([CH3:4])([CH3:3])[CH3:2])[CH:6]=3)=[O:19])=[CH:22][CH:23]=2)[CH:33]=1)=[N+:36]=[N-:37], predict the reactants needed to synthesize it. The reactants are: [C:1]([C:5]1[CH:6]=[C:7]([NH:17][C:18]([NH:20][C:21]2[CH:26]=[CH:25][C:24]([O:27][C:28]3[CH:33]=[C:32](Cl)[N:31]=[CH:30][N:29]=3)=[CH:23][CH:22]=2)=[O:19])[N:8]([C:10]2[CH:15]=[CH:14][C:13]([CH3:16])=[CH:12][CH:11]=2)[N:9]=1)([CH3:4])([CH3:3])[CH3:2].[N-:35]=[N+:36]=[N-:37].[Na+].